From a dataset of Catalyst prediction with 721,799 reactions and 888 catalyst types from USPTO. Predict which catalyst facilitates the given reaction. (1) Reactant: C(Cl)(=O)C.OC=[C:7]1[C:15]2[C:10](=[CH:11][CH:12]=[C:13]([C:16]([C:18]3[CH:23]=[CH:22][C:21]([NH:24][C:25]([C:27]4N(CC)N=C(C)C=4)=[O:26])=[CH:20][CH:19]=3)=[O:17])[CH:14]=2)[NH:9][C:8]1=[O:35]. Product: [O:35]=[C:8]1[CH2:7][C:15]2[C:10](=[CH:11][CH:12]=[C:13]([C:16]([C:18]3[CH:23]=[CH:22][C:21]([NH:24][C:25](=[O:26])[CH3:27])=[CH:20][CH:19]=3)=[O:17])[CH:14]=2)[NH:9]1. The catalyst class is: 1. (2) Reactant: [H-].[Na+].[N+:3]([C:6]1[CH:7]=[C:8]2[C:12](=[CH:13][CH:14]=1)[NH:11][N:10]=[CH:9]2)([O-:5])=[O:4].[CH3:15]I. Product: [CH3:15][N:11]1[C:12]2[C:8](=[CH:7][C:6]([N+:3]([O-:5])=[O:4])=[CH:14][CH:13]=2)[CH:9]=[N:10]1. The catalyst class is: 9. (3) Reactant: [Si:1]([O:8][C@H:9]([C@@H:23]([CH3:35])[CH2:24][CH2:25][CH2:26][O:27][Si:28]([C:31]([CH3:34])([CH3:33])[CH3:32])([CH3:30])[CH3:29])[C@@H:10]([CH3:22])[CH2:11][O:12]CC1C=CC(OC)=CC=1)([C:4]([CH3:7])([CH3:6])[CH3:5])([CH3:3])[CH3:2].C(Cl)Cl.C(C1C(=O)C(Cl)=C(Cl)C(=O)C=1C#N)#N. Product: [Si:1]([O:8][C@H:9]([C@@H:23]([CH3:35])[CH2:24][CH2:25][CH2:26][O:27][Si:28]([C:31]([CH3:32])([CH3:34])[CH3:33])([CH3:29])[CH3:30])[C@@H:10]([CH3:22])[CH2:11][OH:12])([C:4]([CH3:6])([CH3:7])[CH3:5])([CH3:3])[CH3:2]. The catalyst class is: 6. (4) Reactant: C([O:8][C:9]1[CH:14]=[CH:13][C:12]([N:15]2[C:19]([CH3:20])=[C:18]([C:21]([O:23][CH2:24][C:25]([Cl:28])([Cl:27])[Cl:26])=[O:22])[N:17]=[C:16]2[C:29]2[CH:34]=[CH:33][CH:32]=[CH:31][C:30]=2[Cl:35])=[CH:11][CH:10]=1)C1C=CC=CC=1.C(O)C. Product: [Cl:35][C:30]1[CH:31]=[CH:32][CH:33]=[CH:34][C:29]=1[C:16]1[N:15]([C:12]2[CH:11]=[CH:10][C:9]([OH:8])=[CH:14][CH:13]=2)[C:19]([CH3:20])=[C:18]([C:21]([O:23][CH2:24][C:25]([Cl:28])([Cl:27])[Cl:26])=[O:22])[N:17]=1. The catalyst class is: 570. (5) Reactant: [CH3:1][C:2]1[N:7]=[CH:6][C:5]([C:8]([OH:10])=O)=[CH:4][N:3]=1.C1C=CC2N(O)N=NC=2C=1.CN(C(ON1N=NC2C=CC=CC1=2)=[N+](C)C)C.F[P-](F)(F)(F)(F)F.[NH:45]1[CH2:48][CH:47]([C:49]([N:51]2[CH2:57][CH2:56][CH2:55][N:54]([CH:58]3[CH2:61][CH2:60][CH2:59]3)[CH2:53][CH2:52]2)=[O:50])[CH2:46]1. Product: [CH:58]1([N:54]2[CH2:55][CH2:56][CH2:57][N:51]([C:49]([CH:47]3[CH2:46][N:45]([C:8]([C:5]4[CH:6]=[N:7][C:2]([CH3:1])=[N:3][CH:4]=4)=[O:10])[CH2:48]3)=[O:50])[CH2:52][CH2:53]2)[CH2:61][CH2:60][CH2:59]1. The catalyst class is: 2. (6) Reactant: C[O:2][C:3]1[CH:8]=[CH:7][N:6]=[CH:5][CH:4]=1.[CH2:9]([Mg]Cl)[CH2:10][C:11]1[CH:16]=[CH:15][CH:14]=[CH:13][CH:12]=1.Cl[C:20]([O:22][CH3:23])=[O:21].Cl. Product: [O:2]=[C:3]1[CH:8]=[CH:7][N:6]([C:20]([O:22][CH3:23])=[O:21])[CH:5]([CH2:9][CH2:10][C:11]2[CH:16]=[CH:15][CH:14]=[CH:13][CH:12]=2)[CH2:4]1. The catalyst class is: 1. (7) Reactant: [OH:1][C:2]1([CH2:15][C:16]([C:18]2[CH:27]=[CH:26][C:21]3[C:22](=[O:25])[O:23][CH2:24][C:20]=3[C:19]=2[CH3:28])=[O:17])[CH2:7][CH2:6][N:5]([C:8]([O:10][C:11]([CH3:14])([CH3:13])[CH3:12])=[O:9])[CH2:4][CH2:3]1.C(N(CC)CC)C.[CH3:36][S:37](Cl)(=[O:39])=[O:38]. Product: [CH3:28][C:19]1[C:20]2[CH2:24][O:23][C:22](=[O:25])[C:21]=2[CH:26]=[CH:27][C:18]=1[C:16](=[O:17])[CH2:15][C:2]1([O:1][S:37]([CH3:36])(=[O:39])=[O:38])[CH2:7][CH2:6][N:5]([C:8]([O:10][C:11]([CH3:14])([CH3:13])[CH3:12])=[O:9])[CH2:4][CH2:3]1. The catalyst class is: 4. (8) Reactant: CN(C)[CH:3]=[CH:4][C:5]([C:7]1[S:11][C:10]([N:12]=CN(C)C)=[N:9][C:8]=1[CH3:17])=O.[CH3:19][NH:20][S:21]([C:24]1[CH:29]=[CH:28][CH:27]=[C:26]([NH:30][C:31]([NH2:33])=[NH:32])[CH:25]=1)(=[O:23])=[O:22]. Product: [NH2:12][C:10]1[S:11][C:7]([C:5]2[CH:4]=[CH:3][N:33]=[C:31]([NH:30][C:26]3[CH:25]=[C:24]([S:21]([NH:20][CH3:19])(=[O:22])=[O:23])[CH:29]=[CH:28][CH:27]=3)[N:32]=2)=[C:8]([CH3:17])[N:9]=1. The catalyst class is: 23. (9) Reactant: [OH:1][CH2:2][C:3]1[CH:8]=[CH:7][C:6]([OH:9])=[C:5]([CH3:10])[CH:4]=1.C(=O)([O-])[O-].[Cs+].[Cs+].Br[CH2:18][C:19]([O:21][CH2:22][CH3:23])=[O:20]. Product: [OH:1][CH2:2][C:3]1[CH:8]=[CH:7][C:6]([O:9][CH2:18][C:19]([O:21][CH2:22][CH3:23])=[O:20])=[C:5]([CH3:10])[CH:4]=1. The catalyst class is: 47.